The task is: Predict the reaction yield, written as a fraction of the theoretical maximum amount of product (1.0 means a 100% yield; for example, 0.34 means a 34% yield).. This data is from Reaction yield outcomes from USPTO patents with 853,638 reactions. (1) The reactants are [NH2:1][C:2]1[N:6]([C:7]2[CH:8]=[CH:9][C:10](=[O:13])[NH:11][CH:12]=2)[N:5]=[C:4]([C:14]([CH3:17])([CH3:16])[CH3:15])[CH:3]=1.Cl[C:19]([O:21][C:22]1[CH:27]=[CH:26][CH:25]=[CH:24][CH:23]=1)=[O:20]. No catalyst specified. The product is [C:14]([C:4]1[CH:3]=[C:2]([NH:1][C:19](=[O:20])[O:21][C:22]2[CH:27]=[CH:26][CH:25]=[CH:24][CH:23]=2)[N:6]([C:7]2[CH:8]=[CH:9][C:10](=[O:13])[NH:11][CH:12]=2)[N:5]=1)([CH3:17])([CH3:16])[CH3:15]. The yield is 0.120. (2) The reactants are [C:1]([C:5]1[CH:9]=[C:8]([NH:10][C:11]([NH:13][C:14]2[CH:19]=[CH:18][C:17]([O:20][C:21]3[CH:26]=[CH:25][N:24]=[CH:23][CH:22]=3)=[CH:16][CH:15]=2)=[O:12])[N:7]([C:27]2[CH:32]=[CH:31][C:30]([CH2:33][C:34](O)=[O:35])=[CH:29][CH:28]=2)[N:6]=1)([CH3:4])([CH3:3])[CH3:2].B.S([O-])(OC)=O. The catalyst is C1COCC1. The product is [C:1]([C:5]1[CH:9]=[C:8]([NH:10][C:11]([NH:13][C:14]2[CH:15]=[CH:16][C:17]([O:20][C:21]3[CH:26]=[CH:25][N:24]=[CH:23][CH:22]=3)=[CH:18][CH:19]=2)=[O:12])[N:7]([C:27]2[CH:28]=[CH:29][C:30]([CH2:33][CH2:34][OH:35])=[CH:31][CH:32]=2)[N:6]=1)([CH3:4])([CH3:2])[CH3:3]. The yield is 0.510. (3) The yield is 0.710. The product is [Cl:17][CH2:18][C:19]1[N:12]=[C:10]([CH:9]=[CH:8][C:5]2[CH:6]=[CH:7][C:2]([F:1])=[CH:3][C:4]=2[C:13]([F:14])([F:15])[F:16])[O:11][CH:20]=1. The reactants are [F:1][C:2]1[CH:7]=[CH:6][C:5]([CH:8]=[CH:9][C:10]([NH2:12])=[O:11])=[C:4]([C:13]([F:16])([F:15])[F:14])[CH:3]=1.[Cl:17][CH:18](Cl)[C:19](=O)[CH3:20]. The catalyst is C1(C)C=CC=CC=1. (4) The reactants are [F:1][C:2]1[CH:3]=[CH:4][C:5]([C:25]([F:28])([F:27])[F:26])=[C:6]([C@H:8]2[CH2:12][CH2:11][CH2:10][N:9]2[C:13]2[CH:18]=[CH:17][N:16]3[N:19]=[CH:20][C:21]([C:22]([OH:24])=O)=[C:15]3[N:14]=2)[CH:7]=1.[NH2:29][CH2:30][C@@H:31]([OH:34])[CH2:32][OH:33]. No catalyst specified. The product is [OH:34][C@@H:31]([CH2:32][OH:33])[CH2:30][NH:29][C:22]([C:21]1[CH:20]=[N:19][N:16]2[CH:17]=[CH:18][C:13]([N:9]3[CH2:10][CH2:11][CH2:12][C@@H:8]3[C:6]3[CH:7]=[C:2]([F:1])[CH:3]=[CH:4][C:5]=3[C:25]([F:27])([F:28])[F:26])=[N:14][C:15]=12)=[O:24]. The yield is 0.730.